Task: Binary Classification. Given a miRNA mature sequence and a target amino acid sequence, predict their likelihood of interaction.. Dataset: Experimentally validated miRNA-target interactions with 360,000+ pairs, plus equal number of negative samples (1) The miRNA is ath-miR160a-5p with sequence UGCCUGGCUCCCUGUAUGCCA. The protein sequence of the target gene is MEDPSGAREPRARPRERDPGRRPHPDQGRTHDRPRDRPGDPRRKRSSDGNRRRDGDRDPERDQERDGNRDRNRDRERERERERDPDRGPRRDTHRDAGPRAGEHGVWEKPRQSRTRDGARGLTWDAAAPPGPAPWEAPEPPQPQRKGDPGRRRPESEPPSERYLPSTPRPGREEVEYYQSEAEGLLECHKCKYLCTGRACCQMLEVLLNLLILACSSVSYSSTGGYTGITSLGGIYYYQFGGAYSGFDGADGEKAQQLDVQFYQLKLPMVTVAMACSGALTALCCLFVAMGVLRVPWHCP.... Result: 0 (no interaction). (2) The miRNA is dre-miR-10a-5p with sequence UACCCUGUAGAUCCGAAUUUGU. The protein sequence of the target gene is MPLNSSMECKNYDYDYDSYQPYFYFDNEDEDFYNHQHGQPPAPSEDIWKKFELLPTPPLSPSRRPSLSDPFPSTADKLEMVSEFLGDDVVNHSIICDADYSQSFLKSIIIQDCMWSGFSAAAKLEKVVSERLASLQAARKESSRTESADICRSVGFLQDMSTPASQCIDPSVVFPFPLTDSTKPCKPAPTPASTTLPLDTPPNSGSSSSSSDSESDDEDDEDEEEEEEIDVVTVEKRKSVKKSDANATHQSPVVLKRCHVNIHQHNYAAHPSTRNEQPAVKRIKFESHIRVFKQISHNRK.... Result: 0 (no interaction). (3) The miRNA is hsa-miR-4292 with sequence CCCCUGGGCCGGCCUUGG. The protein sequence of the target gene is MMFPQSRHSGSSHLPQQLKFTTSDSCDRIKDEFQLLQAQYHSLKLECDKLASEKSEMQRHYVMYYEMSYGLNIEMHKQAEIVKRLNGICAQVLPYLSQEHQQQVLGAIERAKQVTAPELNSIIRQQLQAHQLSQLQALALPLTPLPVGLQPPSLPAVSAGTGLLSLSALGSQTHLSKEDKNGHDGDTHQEDDGEKSD. Result: 0 (no interaction). (4) The miRNA is mmu-miR-1b-5p with sequence UACAUACUUCUUUACAUUCCA. The protein sequence of the target gene is MGEGHGDTFEGVSTDRLKLELLEEIHMKDVVQLSTLEIRHKIAELEANLNGDLAGSEWKTRYETQLELNDQLEKQIVSLKEKMEKMRGNPSDRLSSIRVYEKMPVESLNVLLKQLEKEKRSLESQVKEYAFRLEQESKAYHRTNNERRSYIAEMTQVSGSNQVSKRQQMDPLPRMKESPVKTGRHNSMNQKTTNAKKGPVKKVPRSNHLPKLNP. Result: 1 (interaction). (5) The miRNA is hsa-miR-4789-5p with sequence GUAUACACCUGAUAUGUGUAUG. The protein sequence of the target gene is MDKNIGEQLNKAYEAFRQACMDRDSAVKELQQKTENYEQRIREQQEQLSLQQTIIDKLKSQLLLVNSTQDNNYGCVPLLEDSETRKNNLTLDQPQDKVISGIAREKLPKVRRQEVSSPRKETSARSLGSPLLHERGNIEKTFWDLKEEFHKICMLAKAQKDHLSKLNIPDTATETQCSVPIQCTDKTDKQEALFKPQAKDDINRGAPSITSVTPRGLCRDEEDTSFESLSKFNVKFPPMDNDSTFLHSTPERPGILSPATSEAVCQEKFNMEFRDNPGNFVKTEETLFEIQGIDPIASAI.... Result: 1 (interaction). (6) The miRNA is hsa-miR-132-5p with sequence ACCGUGGCUUUCGAUUGUUACU. The protein sequence of the target gene is MFVASERKMRAHQVLTFLLLFVITSVASENASTSRGCGLDLLPQYVSLCDLDAIWGIVVEAVAGAGALITLLLMLILLVRLPFIKEKEKKSPVGLHFLFLLGTLGLFGLTFAFIIQEDETICSVRRFLWGVLFALCFSCLLSQAWRVRRLVRHGTGPAGWQLVGLALCLMLVQVIIAVEWLVLTVLRDTRPACAYEPMDFVMALIYDMVLLVVTLGLALFTLCGKFKRWKLNGAFLLITAFLSVLIWVAWMTMYLFGNVKLQQGDAWNDPTLAITLAASGWVFVIFHAIPEIHCTLLPAL.... Result: 0 (no interaction). (7) The miRNA is hsa-miR-6764-3p with sequence UCUCUGGUCUUUCCUUGACAG. The protein sequence of the target gene is MSLERELRQLSKAKAKAQRAGQRREEAALCHQLGELLAGHGRYAEALEQHWQELQLRERADDPLGCAVAHRKIGERLAEMEDYPAALQHQHQYLELAHSLRNHTELQRAWATIGRTHLDIYDHCQSRDALLQAQAAFEKSLAIVDEELEGTLAQGELNEMRTRLYLNLGLTFESLQQTALCNDYFRKSIFLAEQNHLYEDLFRARYNLGTIHWRAGQHSQAMRCLEGARECAHTMRKRFMESECCVVIAQVLQDLGDFLAAKRALKKAYRLGSQKPVQRAAICQNLQHVLAVVRLQQQLE.... Result: 0 (no interaction).